This data is from Full USPTO retrosynthesis dataset with 1.9M reactions from patents (1976-2016). The task is: Predict the reactants needed to synthesize the given product. (1) Given the product [I:12][C:13]1[C:14]([O:23][CH3:24])=[N:15][C:16]([S:21]([CH3:22])=[O:9])=[C:17]([CH:20]=1)[C:18]#[N:19], predict the reactants needed to synthesize it. The reactants are: ClC1C=CC=C(C(OO)=[O:9])C=1.[I:12][C:13]1[C:14]([O:23][CH3:24])=[N:15][C:16]([S:21][CH3:22])=[C:17]([CH:20]=1)[C:18]#[N:19].C(OCC)(=O)C. (2) Given the product [F:27][C:26]([F:28])([F:29])[C:25]([NH:31][CH:32]([C:35]1[CH:40]=[CH:39][CH:38]=[CH:37][CH:36]=1)[CH2:33][OH:34])([CH3:30])[CH2:24][NH:23][C:16](=[O:17])[O:18][C:19]([CH3:20])([CH3:21])[CH3:22], predict the reactants needed to synthesize it. The reactants are: C(N(CC)CC)C.[C:16](O[C:16]([O:18][C:19]([CH3:22])([CH3:21])[CH3:20])=[O:17])([O:18][C:19]([CH3:22])([CH3:21])[CH3:20])=[O:17].[NH2:23][CH2:24][C:25]([NH:31][CH:32]([C:35]1[CH:40]=[CH:39][CH:38]=[CH:37][CH:36]=1)[CH2:33][OH:34])([CH3:30])[C:26]([F:29])([F:28])[F:27]. (3) The reactants are: C1[O:15][C:4]2([C:8]3([CH2:13][CH2:12][C:11](=[O:14])[CH2:10][CH2:9]3)[CH2:7][CH2:6][O:5]2)OC1.[H-].[Al+3].[Li+].[H-].[H-].[H-].O.[OH-].[Na+].[O:25]1CC[CH2:27][CH2:26]1. Given the product [OH:15][CH2:4][C:8]1([CH2:7][CH2:6][OH:5])[CH2:9][CH2:10][C:11]2([O:14][CH2:27][CH2:26][O:25]2)[CH2:12][CH2:13]1, predict the reactants needed to synthesize it.